Dataset: Forward reaction prediction with 1.9M reactions from USPTO patents (1976-2016). Task: Predict the product of the given reaction. (1) Given the reactants C[Si](I)(C)C.[Cl:6][C:7]1[CH:12]=[C:11]([O:13]CC2C=CC=CC=2)[CH:10]=[CH:9][C:8]=1[C:21]1[CH:29]=[C:28]2[C:24]([C:25]([NH:30][C:31](=[O:35])[CH2:32][CH2:33][CH3:34])=[N:26][NH:27]2)=[CH:23][CH:22]=1, predict the reaction product. The product is: [Cl:6][C:7]1[CH:12]=[C:11]([OH:13])[CH:10]=[CH:9][C:8]=1[C:21]1[CH:29]=[C:28]2[C:24]([C:25]([NH:30][C:31](=[O:35])[CH2:32][CH2:33][CH3:34])=[N:26][NH:27]2)=[CH:23][CH:22]=1. (2) Given the reactants [C:1]1([NH:7][C:8]2[C:13]3[S:14][C:15]4[CH:20]=[CH:19][CH:18]=[CH:17][C:16]=4[C:12]=3[CH:11]=[CH:10][CH:9]=2)[CH:6]=[CH:5][CH:4]=[CH:3][CH:2]=1.[Br:21][C:22]1[CH:27]=[CH:26][C:25](I)=[CH:24][CH:23]=1.CC([O-])(C)C.[Na+], predict the reaction product. The product is: [Br:21][C:22]1[CH:27]=[CH:26][C:25]([N:7]([C:1]2[CH:2]=[CH:3][CH:4]=[CH:5][CH:6]=2)[C:8]2[C:13]3[S:14][C:15]4[CH:20]=[CH:19][CH:18]=[CH:17][C:16]=4[C:12]=3[CH:11]=[CH:10][CH:9]=2)=[CH:24][CH:23]=1. (3) Given the reactants [CH3:1][C:2]1[CH:7]=[CH:6][C:5]([S:8]([O:11][CH2:12][CH:13]2[CH2:17][C:16]3[CH:18]=[C:19]([C:23]#[N:24])[CH:20]=[C:21](Br)[C:15]=3[O:14]2)(=[O:10])=[O:9])=[CH:4][CH:3]=1.[CH3:25][C:26]1[CH:31]=[CH:30][CH:29]=[CH:28][C:27]=1B(O)O.C(C1C=CC=CC=1B1OC(C)(C)C(C)(C)O1)(C)C, predict the reaction product. The product is: [CH3:1][C:2]1[CH:7]=[CH:6][C:5]([S:8]([O:11][CH2:12][CH:13]2[CH2:17][C:16]3[CH:18]=[C:19]([C:23]#[N:24])[CH:20]=[C:21]([C:27]4[CH:28]=[CH:29][CH:30]=[CH:31][C:26]=4[CH3:25])[C:15]=3[O:14]2)(=[O:10])=[O:9])=[CH:4][CH:3]=1. (4) The product is: [Si:47]([O:10][C@@H:9]1[C@@H:11]([CH2:12][OH:13])[O:14][C@@H:7]([N:6]2[CH:15]=[C:2]([F:1])[C:3](=[O:17])[NH:4][C:5]2=[O:16])[CH2:8]1)([C:50]([CH3:53])([CH3:52])[CH3:51])([CH3:49])[CH3:48]. Given the reactants [F:1][C:2]1[C:3](=[O:17])[NH:4][C:5](=[O:16])[N:6]([CH:15]=1)[C@@H:7]1[O:14][C@H:11]([CH2:12][OH:13])[C@@H:9]([OH:10])[CH2:8]1.C(Cl)(C1C=CC=CC=1)(C1C=CC(OC)=CC=1)C1C=CC(OC)=CC=1.N1C=CN=C1.[Si:47](Cl)([C:50]([CH3:53])([CH3:52])[CH3:51])([CH3:49])[CH3:48], predict the reaction product. (5) Given the reactants C(O[C:4]([C:6]1[N:7]=[N:8][C:9]([O:12][CH2:13][C:14]2[C:15]([C:20]3[CH:25]=[CH:24][C:23]([F:26])=[CH:22][CH:21]=3)=[N:16][O:17][C:18]=2[CH3:19])=[CH:10][CH:11]=1)=[O:5])C.[CH:27]1([NH2:30])[CH2:29][CH2:28]1, predict the reaction product. The product is: [CH:27]1([NH:30][C:4]([C:6]2[N:7]=[N:8][C:9]([O:12][CH2:13][C:14]3[C:15]([C:20]4[CH:21]=[CH:22][C:23]([F:26])=[CH:24][CH:25]=4)=[N:16][O:17][C:18]=3[CH3:19])=[CH:10][CH:11]=2)=[O:5])[CH2:29][CH2:28]1.